Task: Regression. Given a peptide amino acid sequence and an MHC pseudo amino acid sequence, predict their binding affinity value. This is MHC class I binding data.. Dataset: Peptide-MHC class I binding affinity with 185,985 pairs from IEDB/IMGT (1) The peptide sequence is RYICPVQQI. The MHC is HLA-B58:01 with pseudo-sequence HLA-B58:01. The binding affinity (normalized) is 0.158. (2) The peptide sequence is ETLGEKWKR. The MHC is HLA-A33:01 with pseudo-sequence HLA-A33:01. The binding affinity (normalized) is 0.760. (3) The peptide sequence is VGISSMVEAM. The MHC is Mamu-A02 with pseudo-sequence Mamu-A02. The binding affinity (normalized) is 0.386. (4) The MHC is HLA-A01:01 with pseudo-sequence HLA-A01:01. The peptide sequence is EMRFAYICT. The binding affinity (normalized) is 0.0847. (5) The binding affinity (normalized) is 0.537. The MHC is HLA-A02:01 with pseudo-sequence HLA-A02:01. The peptide sequence is TLKEGTMEV. (6) The peptide sequence is RRATAILRK. The MHC is HLA-A69:01 with pseudo-sequence HLA-A69:01. The binding affinity (normalized) is 0.0847. (7) The peptide sequence is QTEPKTSVV. The MHC is HLA-A26:01 with pseudo-sequence HLA-A26:01. The binding affinity (normalized) is 0.0847. (8) The peptide sequence is VEIFKHLVF. The MHC is HLA-B15:17 with pseudo-sequence HLA-B15:17. The binding affinity (normalized) is 0.314. (9) The peptide sequence is QIYAGIKVR. The MHC is HLA-A30:02 with pseudo-sequence HLA-A30:02. The binding affinity (normalized) is 0.0516. (10) The peptide sequence is RASAGQISV. The MHC is HLA-A02:02 with pseudo-sequence HLA-A02:02. The binding affinity (normalized) is 0.0234.